This data is from Catalyst prediction with 721,799 reactions and 888 catalyst types from USPTO. The task is: Predict which catalyst facilitates the given reaction. (1) Reactant: [CH3:1][O:2][C:3]1[CH:8]=[CH:7][C:6]([CH2:9][SH:10])=[CH:5][CH:4]=1.[OH-].[Na+:12]. Product: [CH3:1][O:2][C:3]1[CH:8]=[CH:7][C:6]([CH2:9][S-:10])=[CH:5][CH:4]=1.[Na+:12]. The catalyst class is: 8. (2) Product: [CH3:1][O:2][C:3]([C:4]1[CH2:5][CH:6]([C:7]2[CH:12]=[CH:11][C:10]([C:13]3[CH:18]=[CH:17][CH:16]=[C:15]([O:19][CH2:20][CH3:21])[CH:14]=3)=[CH:9][CH:8]=2)[N:32]([C:27]2[CH:28]=[CH:29][CH:30]=[CH:31][C:26]=2[F:25])[N:33]=1)=[O:23]. Reactant: [CH3:1][O:2][C:3](=[O:23])[C:4](=O)[CH:5]=[CH:6][C:7]1[CH:12]=[CH:11][C:10]([C:13]2[CH:18]=[CH:17][CH:16]=[C:15]([O:19][CH2:20][CH3:21])[CH:14]=2)=[CH:9][CH:8]=1.Cl.[F:25][C:26]1[CH:31]=[CH:30][CH:29]=[CH:28][C:27]=1[NH:32][NH2:33]. The catalyst class is: 15. (3) The catalyst class is: 12. Product: [I:14][C:13]1[N:12]([C:15]2[CH:20]=[CH:19][CH:18]=[C:17]([F:21])[CH:16]=2)[N:11]=[CH:10][CH:9]=1. Reactant: Cl.CC(OC(=O)N[C:9]1[CH:10]=[N:11][N:12]([C:15]2[CH:20]=[CH:19][CH:18]=[C:17]([F:21])[CH:16]=2)[C:13]=1[I:14])(C)C. (4) Reactant: N1(CC2C=C3C(=CC=2)C(N)CCC3)CCCCC1.[N:19]1([CH2:25][C:26]2[CH:27]=[C:28]3[C:33](=[CH:34][CH:35]=2)[CH2:32][CH:31]([NH:36][C:37](=O)OC(C)(C)C)[CH2:30][CH2:29]3)[CH2:24][CH2:23][CH2:22][CH2:21][CH2:20]1.[H-].[H-].[H-].[H-].[Li+].[Al+3]. Product: [CH3:37][NH:36][CH:31]1[CH2:30][CH2:29][C:28]2[C:33](=[CH:34][CH:35]=[C:26]([CH2:25][N:19]3[CH2:24][CH2:23][CH2:22][CH2:21][CH2:20]3)[CH:27]=2)[CH2:32]1. The catalyst class is: 1. (5) Reactant: C[O:2][C:3](=O)[C:4]1[C:9]([Cl:10])=[CH:8][C:7]([Cl:11])=[CH:6][C:5]=1[NH:12][C:13](=[O:24])[CH:14]([C:16]1[CH:21]=[CH:20][C:19]([O:22][CH3:23])=[CH:18][CH:17]=1)[CH3:15].[Li+].C[Si]([N-][Si](C)(C)C)(C)C.CCCCCC. Product: [Cl:10][C:9]1[CH:8]=[C:7]([Cl:11])[CH:6]=[C:5]2[C:4]=1[C:3](=[O:2])[C:14]([C:16]1[CH:21]=[CH:20][C:19]([O:22][CH3:23])=[CH:18][CH:17]=1)([CH3:15])[C:13](=[O:24])[NH:12]2. The catalyst class is: 25. (6) Reactant: [F:1][C:2]1[CH:7]=[CH:6][C:5]([N:8]2[C:17]3[C:12](=[CH:13][C:14]([CH:18]=[O:19])=[CH:15][CH:16]=3)[C:11](=[O:20])[C:10]([C:21]([O:23][CH2:24][CH3:25])=[O:22])=[CH:9]2)=[CH:4][CH:3]=1.[BH4-].[Na+]. Product: [F:1][C:2]1[CH:3]=[CH:4][C:5]([N:8]2[C:17]3[C:12](=[CH:13][C:14]([CH2:18][OH:19])=[CH:15][CH:16]=3)[C:11](=[O:20])[C:10]([C:21]([O:23][CH2:24][CH3:25])=[O:22])=[CH:9]2)=[CH:6][CH:7]=1. The catalyst class is: 653. (7) Reactant: [F:1][CH2:2][CH:3]1[CH2:8][N:7]([C:9]2[CH:14]=[CH:13][C:12]([N+:15]([O-])=O)=[CH:11][C:10]=2[O:18][CH3:19])[CH2:6][CH2:5][N:4]1[CH3:20]. Product: [F:1][CH2:2][CH:3]1[N:4]([CH3:20])[CH2:5][CH2:6][N:7]([C:9]2[CH:14]=[CH:13][C:12]([NH2:15])=[CH:11][C:10]=2[O:18][CH3:19])[CH2:8]1. The catalyst class is: 29. (8) Reactant: [CH2:1]([O:8][C:9]([NH:11][C@@H:12]([CH2:16][NH:17][C:18]([O:20][C:21]([CH3:24])([CH3:23])[CH3:22])=[O:19])[C:13]([OH:15])=O)=[O:10])[C:2]1[CH:7]=[CH:6][CH:5]=[CH:4][CH:3]=1.Cl.[NH:26]1[CH2:31][CH2:30][CH2:29][CH2:28][C@@H:27]1[C:32]([O:34][CH3:35])=[O:33].C(Cl)CCl.C1C=CC2N(O)N=NC=2C=1. The catalyst class is: 34. Product: [CH2:1]([O:8][C:9]([NH:11][C@@H:12]([CH2:16][NH:17][C:18]([O:20][C:21]([CH3:24])([CH3:23])[CH3:22])=[O:19])[C:13]([N:26]1[CH2:31][CH2:30][CH2:29][CH2:28][C@@H:27]1[C:32]([O:34][CH3:35])=[O:33])=[O:15])=[O:10])[C:2]1[CH:3]=[CH:4][CH:5]=[CH:6][CH:7]=1. (9) Reactant: [Cl:1][C:2]1[C:3]2[NH:10][CH:9]=[CH:8][C:4]=2[N:5]=[CH:6][N:7]=1.C(=O)([O-])[O-].[Cs+].[Cs+].Br[CH2:18][CH2:19][O:20][CH2:21][CH2:22][O:23][CH2:24][CH3:25]. Product: [Cl:1][C:2]1[C:3]2[N:10]([CH2:18][CH2:19][O:20][CH2:21][CH2:22][O:23][CH2:24][CH3:25])[CH:9]=[CH:8][C:4]=2[N:5]=[CH:6][N:7]=1. The catalyst class is: 35.